This data is from Full USPTO retrosynthesis dataset with 1.9M reactions from patents (1976-2016). The task is: Predict the reactants needed to synthesize the given product. (1) Given the product [OH:4][CH2:5][C:6]1[C:7]([N:33]2[CH2:45][CH2:44][N:36]3[C:37]4[CH2:38][CH2:39][CH2:40][CH2:41][C:42]=4[CH:43]=[C:35]3[C:34]2=[O:46])=[N:8][CH:9]=[CH:10][C:11]=1[C:12]1[CH:17]=[C:16]([NH:18][C:19]2[CH:24]=[CH:23][C:22]([O:25][CH:26]3[CH2:27][N:28]([CH3:30])[CH2:29]3)=[CH:21][N:20]=2)[C:15](=[O:31])[N:14]([CH3:32])[CH:13]=1, predict the reactants needed to synthesize it. The reactants are: C([O:4][CH2:5][C:6]1[C:7]([N:33]2[CH2:45][CH2:44][N:36]3[C:37]4[CH2:38][CH2:39][CH2:40][CH2:41][C:42]=4[CH:43]=[C:35]3[C:34]2=[O:46])=[N:8][CH:9]=[CH:10][C:11]=1[C:12]1[CH:17]=[C:16]([NH:18][C:19]2[CH:24]=[CH:23][C:22]([O:25][CH:26]3[CH2:29][N:28]([CH3:30])[CH2:27]3)=[CH:21][N:20]=2)[C:15](=[O:31])[N:14]([CH3:32])[CH:13]=1)(=O)C.[OH-].[Li+]. (2) Given the product [C:1]12([C:11]3[CH:12]=[C:13]([B:40]([OH:45])[OH:41])[CH:14]=[C:15]([O:25][CH3:26])[C:16]=3[O:17][CH2:18][C:19]3[CH:24]=[CH:23][CH:22]=[CH:21][CH:20]=3)[CH2:10][CH:5]3[CH2:6][CH:7]([CH2:9][CH:3]([CH2:4]3)[CH2:2]1)[CH2:8]2, predict the reactants needed to synthesize it. The reactants are: [C:1]12([C:11]3[CH:12]=[C:13](Br)[CH:14]=[C:15]([O:25][CH3:26])[C:16]=3[O:17][CH2:18][C:19]3[CH:24]=[CH:23][CH:22]=[CH:21][CH:20]=3)[CH2:10][CH:5]3[CH2:6][CH:7]([CH2:9][CH:3]([CH2:4]3)[CH2:2]1)[CH2:8]2.C(=O)=O.CC(C)=O.[Li]CCCC.[B:40](OC(C)C)([O:45]C(C)C)[O:41]C(C)C. (3) Given the product [CH2:1]([C:3]1[N:4]=[C:5]([CH2:27][CH2:28][CH3:29])[N:6]([CH2:12][C:13]2[CH:14]=[CH:15][C:16]([C:19]3[C:20]([C:25]#[N:26])=[CH:21][CH:22]=[CH:23][CH:24]=3)=[CH:17][CH:18]=2)[C:7](=[O:11])[C:8]=1[CH:9]=[O:31])[CH3:2], predict the reactants needed to synthesize it. The reactants are: [CH2:1]([C:3]1[N:4]=[C:5]([CH2:27][CH2:28][CH3:29])[N:6]([CH2:12][C:13]2[CH:18]=[CH:17][C:16]([C:19]3[C:20]([C:25]#[N:26])=[CH:21][CH:22]=[CH:23][CH:24]=3)=[CH:15][CH:14]=2)[C:7](=[O:11])[C:8]=1[CH:9]=C)[CH3:2].I([O-])(=O)(=O)=[O:31].[Na+].C(#N)C.O.